This data is from Full USPTO retrosynthesis dataset with 1.9M reactions from patents (1976-2016). The task is: Predict the reactants needed to synthesize the given product. (1) The reactants are: [OH-].[K+].[CH2:3]([O:10][C:11]1[CH:37]=[CH:36][C:14]([CH2:15][C:16]([CH2:27][CH2:28][CH2:29][C:30]2[CH:35]=[CH:34][CH:33]=[CH:32][CH:31]=2)(C(OCC)=O)[C:17]([O:19][CH2:20][CH3:21])=[O:18])=[CH:13][CH:12]=1)[C:4]1[CH:9]=[CH:8][CH:7]=[CH:6][CH:5]=1. Given the product [CH2:3]([O:10][C:11]1[CH:12]=[CH:13][C:14]([CH2:15][CH:16]([CH2:27][CH2:28][CH2:29][C:30]2[CH:35]=[CH:34][CH:33]=[CH:32][CH:31]=2)[C:17]([O:19][CH2:20][CH3:21])=[O:18])=[CH:36][CH:37]=1)[C:4]1[CH:5]=[CH:6][CH:7]=[CH:8][CH:9]=1, predict the reactants needed to synthesize it. (2) Given the product [NH2:60][C:4]1[CH:9]=[C:8]([O:10][C:11]2[CH:16]=[CH:15][C:14]([NH:17][C:18]([C:20]3([C:23]([NH:25][C:26]4[CH:31]=[CH:30][C:29]([F:32])=[CH:28][CH:27]=4)=[O:24])[CH2:21][CH2:22]3)=[O:19])=[C:13]([F:33])[C:12]=2[F:34])[CH:7]=[CH:6][N:5]=1, predict the reactants needed to synthesize it. The reactants are: NC([C:4]1[CH:9]=[C:8]([O:10][C:11]2[CH:16]=[CH:15][C:14]([NH:17][C:18]([C:20]3([C:23]([NH:25][C:26]4[CH:31]=[CH:30][C:29]([F:32])=[CH:28][CH:27]=4)=[O:24])[CH2:22][CH2:21]3)=[O:19])=[C:13]([F:33])[C:12]=2[F:34])[CH:7]=[CH:6][N:5]=1)=O.O.FC(F)(F)C(OI(C1C=CC=CC=1)OC(=O)C(F)(F)F)=O.[OH-].[Na+].C[N:60](C)C=O. (3) Given the product [Si:6]([O:5][CH2:4][CH2:3][CH2:2][O:45][C:42]1[CH:41]=[N:40][C:39]([N:36]2[CH2:35][CH2:34][CH:33]([C:22]3[C:21]([CH:46]([F:57])[C:47]4[CH:52]=[CH:51][C:50]([C:53]([F:54])([F:55])[F:56])=[CH:49][CH:48]=4)=[C:20]([CH:17]4[CH2:18][CH2:19][C:14]([F:13])([F:58])[CH2:15][CH2:16]4)[C:29]4[CH:28]([OH:30])[CH2:27][C:26]([CH3:32])([CH3:31])[CH2:25][C:24]=4[N:23]=3)[CH2:38][CH2:37]2)=[N:44][CH:43]=1)([C:9]([CH3:12])([CH3:11])[CH3:10])([CH3:8])[CH3:7], predict the reactants needed to synthesize it. The reactants are: Br[CH2:2][CH2:3][CH2:4][O:5][Si:6]([C:9]([CH3:12])([CH3:11])[CH3:10])([CH3:8])[CH3:7].[F:13][C:14]1([F:58])[CH2:19][CH2:18][CH:17]([C:20]2[C:29]3[CH:28]([OH:30])[CH2:27][C:26]([CH3:32])([CH3:31])[CH2:25][C:24]=3[N:23]=[C:22]([CH:33]3[CH2:38][CH2:37][N:36]([C:39]4[N:44]=[CH:43][C:42]([OH:45])=[CH:41][N:40]=4)[CH2:35][CH2:34]3)[C:21]=2[CH:46]([F:57])[C:47]2[CH:52]=[CH:51][C:50]([C:53]([F:56])([F:55])[F:54])=[CH:49][CH:48]=2)[CH2:16][CH2:15]1. (4) The reactants are: Br[CH2:2][C:3]([C:5]1[N:6](C)[N:7]=[C:8]([C:10]([CH3:13])([CH3:12])[CH3:11])[CH:9]=1)=[O:4].C1N2CN3CN(C2)C[N:16]1C3. Given the product [NH2:16][CH2:2][C:3]([C:5]1[NH:6][N:7]=[C:8]([C:10]([CH3:13])([CH3:12])[CH3:11])[CH:9]=1)=[O:4], predict the reactants needed to synthesize it. (5) Given the product [CH3:1][C:2]1([CH3:13])[CH2:3][C:4]([CH3:9])([CH3:8])[C:5](=[O:6])[NH:14][C:10]1=[O:11], predict the reactants needed to synthesize it. The reactants are: [CH3:1][C:2]([CH3:13])([C:10](O)=[O:11])[CH2:3][C:4]([CH3:9])([CH3:8])[C:5](O)=[O:6].[NH2:14]C(N)=O. (6) Given the product [I:1][C:2]1[N:11]=[C:10]2[N:4]([CH2:5][CH2:6][C:7]3[CH:23]=[CH:22][CH:21]=[CH:20][C:8]=3[CH:9]2[O:12][CH:13]2[CH2:14][CH2:15][N:16]([CH3:19])[CH2:17][CH2:18]2)[C:3]=1[C:24]([NH2:25])=[O:30], predict the reactants needed to synthesize it. The reactants are: [I:1][C:2]1[N:11]=[C:10]2[N:4]([CH2:5][CH2:6][C:7]3[CH:23]=[CH:22][CH:21]=[CH:20][C:8]=3[CH:9]2[O:12][CH:13]2[CH2:18][CH2:17][N:16]([CH3:19])[CH2:15][CH2:14]2)[C:3]=1[C:24]#[N:25].[OH-].[Na+].OO.[O-:30]S([O-])(=S)=O.[Na+].[Na+]. (7) The reactants are: [NH2:1][CH2:2][C:3]1[CH:8]=[CH:7][C:6]([S:9]([NH2:12])(=[O:11])=[O:10])=[CH:5][CH:4]=1.C1(P(C2CCCCC2)C2C=CC=CC=2C2C(C(C)C)=CC(C(C)C)=CC=2C(C)C)CCCCC1.C(=O)([O-])[O-].[Cs+].[Cs+].Cl[C:54]1[CH:59]=[C:58]([O:60][CH3:61])[N:57]=[C:56]([S:62][CH2:63][C:64]2[CH:69]=[CH:68][CH:67]=[C:66]([F:70])[C:65]=2[F:71])[N:55]=1. Given the product [F:71][C:65]1[C:66]([F:70])=[CH:67][CH:68]=[CH:69][C:64]=1[CH2:63][S:62][C:56]1[N:55]=[C:54]([NH:12][S:9]([C:6]2[CH:5]=[CH:4][C:3]([CH2:2][NH2:1])=[CH:8][CH:7]=2)(=[O:10])=[O:11])[CH:59]=[C:58]([O:60][CH3:61])[N:57]=1, predict the reactants needed to synthesize it. (8) The reactants are: [Cl:1][C:2]1[C:11]2[C:6](=[CH:7][C:8]([OH:14])=[C:9]([O:12][CH3:13])[CH:10]=2)[N:5]=[CH:4][N:3]=1.C1(P(C2C=CC=CC=2)C2C=CC=CC=2)C=CC=CC=1.[C:34]([O:38][C:39]([N:41]1[CH2:46][CH2:45][CH:44](O)[CH2:43][CH2:42]1)=[O:40])([CH3:37])([CH3:36])[CH3:35].N(C(OC(C)(C)C)=O)=NC(OC(C)(C)C)=O. Given the product [C:34]([O:38][C:39]([N:41]1[CH2:46][CH2:45][CH:44]([O:14][C:8]2[CH:7]=[C:6]3[C:11]([C:2]([Cl:1])=[N:3][CH:4]=[N:5]3)=[CH:10][C:9]=2[O:12][CH3:13])[CH2:43][CH2:42]1)=[O:40])([CH3:37])([CH3:35])[CH3:36], predict the reactants needed to synthesize it. (9) Given the product [NH2:1][C:4]1[C:5]([CH2:10][CH:11]2[CH2:12][CH2:13][N:14]([C:17]([O:19][C:20]([CH3:23])([CH3:22])[CH3:21])=[O:18])[CH2:15][CH2:16]2)=[N:6][CH:7]=[N:8][CH:9]=1, predict the reactants needed to synthesize it. The reactants are: [N+:1]([C:4]1[C:5]([CH:10]=[C:11]2[CH2:16][CH2:15][N:14]([C:17]([O:19][C:20]([CH3:23])([CH3:22])[CH3:21])=[O:18])[CH2:13][CH2:12]2)=[N:6][CH:7]=[N:8][CH:9]=1)([O-])=O.